Dataset: Full USPTO retrosynthesis dataset with 1.9M reactions from patents (1976-2016). Task: Predict the reactants needed to synthesize the given product. (1) The reactants are: Cl.C(OC([NH:9][C@H:10]([C:26]([NH:28][C:29]1[CH:59]=[CH:58][CH:57]=[C:56]([F:60])[C:30]=1[O:31][CH2:32][C@H:33]1[O:38][CH2:37][C@@H:36]([CH2:39][O:40][C:41]([NH:43][CH2:44][C:45]([F:48])([F:47])[F:46])=[O:42])[N:35](C(OC(C)(C)C)=O)[CH2:34]1)=[O:27])[CH:11]([C:19]1[CH:24]=[CH:23][C:22]([F:25])=[CH:21][CH:20]=1)[C:12]1[CH:17]=[CH:16][C:15]([F:18])=[CH:14][CH:13]=1)=O)(C)(C)C. Given the product [F:48][C:45]([F:46])([F:47])[CH2:44][NH:43][C:41](=[O:42])[O:40][CH2:39][C@@H:36]1[CH2:37][O:38][C@H:33]([CH2:32][O:31][C:30]2[C:56]([F:60])=[CH:57][CH:58]=[CH:59][C:29]=2[NH:28][C:26](=[O:27])[C@@H:10]([NH2:9])[CH:11]([C:12]2[CH:13]=[CH:14][C:15]([F:18])=[CH:16][CH:17]=2)[C:19]2[CH:24]=[CH:23][C:22]([F:25])=[CH:21][CH:20]=2)[CH2:34][NH:35]1, predict the reactants needed to synthesize it. (2) Given the product [N+:43]([C:46]1[CH:47]=[CH:48][C:49]([S:52]([O:8][CH2:9][C@H:10]2[CH2:12][N:11]2[C:13]([O:15][C:16]([CH3:17])([CH3:18])[CH3:19])=[O:14])(=[O:54])=[O:53])=[CH:50][CH:51]=1)([O-:45])=[O:44], predict the reactants needed to synthesize it. The reactants are: [Si]([O:8][CH2:9][C@H:10]1[CH2:12][N:11]1[C:13]([O:15][C:16]([CH3:19])([CH3:18])[CH3:17])=[O:14])(C(C)(C)C)(C)C.CCCC[N+](CCCC)(CCCC)CCCC.[F-].C1COCC1.[N+:43]([C:46]1[CH:51]=[CH:50][C:49]([S:52](Cl)(=[O:54])=[O:53])=[CH:48][CH:47]=1)([O-:45])=[O:44]. (3) Given the product [NH:1]1[C:9]2[C:4](=[CH:5][CH:6]=[CH:7][CH:8]=2)[C:3](/[CH:10]=[C:11]2\[O:12][C:13]3[C:20]([CH2:21][N:22]4[CH2:23][CH2:24][NH:25][CH2:26][CH2:27]4)=[C:19]([O:35][CH:36]([CH3:38])[CH3:37])[CH:18]=[CH:17][C:14]=3[C:15]\2=[O:16])=[N:2]1, predict the reactants needed to synthesize it. The reactants are: [NH:1]1[C:9]2[C:4](=[CH:5][CH:6]=[CH:7][CH:8]=2)[C:3](/[CH:10]=[C:11]2\[O:12][C:13]3[C:20]([CH2:21][N:22]4[CH2:27][CH2:26][N:25](C(OC(C)(C)C)=O)[CH2:24][CH2:23]4)=[C:19]([O:35][CH:36]([CH3:38])[CH3:37])[CH:18]=[CH:17][C:14]=3[C:15]\2=[O:16])=[N:2]1.FC(F)(F)C(O)=O.O.C(=O)([O-])O.[Na+]. (4) Given the product [C:19]([N:6]1[CH:5]([CH2:4][C:3]([OH:22])=[O:2])[C:18]2[C:13](=[CH:14][CH:15]=[CH:16][CH:17]=2)[C:12]2[CH:11]=[CH:10][CH:9]=[CH:8][C:7]1=2)(=[O:21])[CH3:20], predict the reactants needed to synthesize it. The reactants are: C[O:2][C:3](=[O:22])[CH2:4][CH:5]1[C:18]2[C:13](=[CH:14][CH:15]=[CH:16][CH:17]=2)[C:12]2[CH:11]=[CH:10][CH:9]=[CH:8][C:7]=2[N:6]1[C:19](=[O:21])[CH3:20].C(O)(=O)CC(CC(O)=O)(C(O)=O)O. (5) Given the product [OH:10][CH:9]1[C:8]([CH3:12])([CH3:11])[O:7][C:6](=[O:13])[N:5]1[CH2:4][C:3]1[CH:14]=[CH:15][CH:16]=[CH:17][C:2]=1[NH:1][S:27]([C:26]([F:39])([F:38])[F:25])(=[O:29])=[O:28], predict the reactants needed to synthesize it. The reactants are: [NH2:1][C:2]1[CH:17]=[CH:16][CH:15]=[CH:14][C:3]=1[CH2:4][N:5]1[CH:9]([OH:10])[C:8]([CH3:12])([CH3:11])[O:7][C:6]1=[O:13].C(N(CC)CC)C.[F:25][C:26]([F:39])([F:38])[S:27](O[S:27]([C:26]([F:39])([F:38])[F:25])(=[O:29])=[O:28])(=[O:29])=[O:28].O.